This data is from Full USPTO retrosynthesis dataset with 1.9M reactions from patents (1976-2016). The task is: Predict the reactants needed to synthesize the given product. (1) Given the product [NH2:55][CH2:54][CH2:53][O:52][CH2:51][CH2:50][O:49][CH2:48][CH2:47][O:46][CH2:45][CH2:44][O:43][CH2:42][CH2:41][C:40]([NH:39][CH2:38][CH2:37][O:36][P:9]([OH:10])([O:11][CH2:12][CH:13]([O:31][C:32]([CH3:35])([CH3:34])[CH3:33])[CH2:14][O:15][C:16](=[O:30])[CH2:17][CH2:18][CH2:19][CH2:20][CH2:21][NH:22][C:23]([O:25][C:26]([CH3:27])([CH3:29])[CH3:28])=[O:24])=[O:8])=[O:66], predict the reactants needed to synthesize it. The reactants are: C([O:8][P:9]([O:36][CH2:37][CH2:38][NH:39][C:40](=[O:66])[CH2:41][CH2:42][O:43][CH2:44][CH2:45][O:46][CH2:47][CH2:48][O:49][CH2:50][CH2:51][O:52][CH2:53][CH2:54][NH:55]C(OCC1C=CC=CC=1)=O)([O:11][CH2:12][CH:13]([O:31][C:32]([CH3:35])([CH3:34])[CH3:33])[CH2:14][O:15][C:16](=[O:30])[CH2:17][CH2:18][CH2:19][CH2:20][CH2:21][NH:22][C:23]([O:25][C:26]([CH3:29])([CH3:28])[CH3:27])=[O:24])=[O:10])C1C=CC=CC=1.CC(O)(C)C. (2) Given the product [C:1]1([C:11]2[C:23]3[C:22](=[O:37])[C:21]4[C:16](=[CH:17][CH:18]=[CH:19][CH:20]=4)[C:15]=3[C:14]([C:24]#[N:25])=[C:13]([N:26]3[CH2:31][CH2:30][CH2:29][CH2:28][CH2:27]3)[CH:12]=2)[C:10]2[C:5](=[CH:6][CH:7]=[CH:8][CH:9]=2)[CH:4]=[CH:3][CH:2]=1, predict the reactants needed to synthesize it. The reactants are: [C:1]1([C:11]2[C:23]3[CH2:22][C:21]4[C:16](=[CH:17][CH:18]=[CH:19][CH:20]=4)[C:15]=3[C:14]([C:24]#[N:25])=[C:13]([N:26]3[CH2:31][CH2:30][CH2:29][CH2:28][CH2:27]3)[CH:12]=2)[C:10]2[C:5](=[CH:6][CH:7]=[CH:8][CH:9]=2)[CH:4]=[CH:3][CH:2]=1.[H-].[Na+].C1C[O:37]CC1.